Dataset: Forward reaction prediction with 1.9M reactions from USPTO patents (1976-2016). Task: Predict the product of the given reaction. Given the reactants [CH3:1][C:2]1[CH:7]=[CH:6][C:5]([C:8]2[O:12][N:11]=[CH:10][C:9]=2[C:13]([OH:15])=O)=[CH:4][CH:3]=1.[CH3:16][CH:17]1[CH2:22][CH:21]([CH3:23])[CH2:20][NH:19][CH2:18]1, predict the reaction product. The product is: [CH3:16][CH:17]1[CH2:22][CH:21]([CH3:23])[CH2:20][N:19]([C:13]([C:9]2[CH:10]=[N:11][O:12][C:8]=2[C:5]2[CH:4]=[CH:3][C:2]([CH3:1])=[CH:7][CH:6]=2)=[O:15])[CH2:18]1.